This data is from Full USPTO retrosynthesis dataset with 1.9M reactions from patents (1976-2016). The task is: Predict the reactants needed to synthesize the given product. (1) The reactants are: [C:1]([C:3]1[CH:4]=[C:5]([C:19]2[N:24]=[CH:23][N:22]=[C:21]([NH:25][C:26]3[CH:31]=[CH:30][C:29]([N:32]4[CH2:37][CH2:36][N:35](C(OC(C)(C)C)=O)[CH2:34][CH2:33]4)=[C:28]([F:45])[CH:27]=3)[N:20]=2)[CH:6]=[CH:7][C:8]=1[O:9][C@H:10]1[CH2:15][CH2:14][N:13]([CH:16]=[O:17])[CH2:12][C@H:11]1[F:18])#[N:2].FC(F)(F)C(O)=O. Given the product [F:18][C@H:11]1[C@@H:10]([O:9][C:8]2[CH:7]=[CH:6][C:5]([C:19]3[N:20]=[C:21]([NH:25][C:26]4[CH:31]=[CH:30][C:29]([N:32]5[CH2:33][CH2:34][NH:35][CH2:36][CH2:37]5)=[C:28]([F:45])[CH:27]=4)[N:22]=[CH:23][N:24]=3)=[CH:4][C:3]=2[C:1]#[N:2])[CH2:15][CH2:14][N:13]([CH:16]=[O:17])[CH2:12]1, predict the reactants needed to synthesize it. (2) Given the product [F:15][C:14]([F:17])([F:16])[C:13]1[C:8]([N:2]2[CH2:5][CH:4]([OH:6])[CH2:3]2)=[N:9][CH:10]=[CH:11][CH:12]=1, predict the reactants needed to synthesize it. The reactants are: Cl.[NH:2]1[CH2:5][CH:4]([OH:6])[CH2:3]1.Cl[C:8]1[C:13]([C:14]([F:17])([F:16])[F:15])=[CH:12][CH:11]=[CH:10][N:9]=1.C(=O)([O-])[O-].[Cs+].[Cs+].O. (3) Given the product [CH2:1]([O:3][C:4]([C@@H:6]1[CH2:10][CH:9]([S:25][C:26]2[CH:31]=[CH:30][CH:29]=[CH:28][N:27]=2)[CH2:8][C@H:7]1[C:16]([N:18]1[CH2:22][CH2:21][C:20]([F:23])([F:24])[CH2:19]1)=[O:17])=[O:5])[CH3:2], predict the reactants needed to synthesize it. The reactants are: [CH2:1]([O:3][C:4]([C@@H:6]1[CH2:10][C@H:9](OS(C)(=O)=O)[CH2:8][C@H:7]1[C:16]([N:18]1[CH2:22][CH2:21][C:20]([F:24])([F:23])[CH2:19]1)=[O:17])=[O:5])[CH3:2].[SH:25][C:26]1[CH:31]=[CH:30][CH:29]=[CH:28][N:27]=1. (4) Given the product [ClH:1].[O:37]1[C:30]2=[CH:29][N:26]=[C:27]([CH2:28][NH:3][CH:4]3[CH2:5][CH2:6][N:7]([CH2:10][CH2:11][N:12]4[C:21]5[C:16](=[N:17][CH:18]=[C:19]([F:22])[CH:20]=5)[CH:15]=[CH:14][C:13]4=[O:23])[CH2:8][CH2:9]3)[CH:41]=[C:33]2[CH2:34][CH2:35][CH2:36]1, predict the reactants needed to synthesize it. The reactants are: [ClH:1].Cl.[NH2:3][CH:4]1[CH2:9][CH2:8][N:7]([CH2:10][CH2:11][N:12]2[C:21]3[C:16](=[N:17][CH:18]=[C:19]([F:22])[CH:20]=3)[CH:15]=[CH:14][C:13]2=[O:23])[CH2:6][CH2:5]1.C([N:26]([CH2:29][CH3:30])[CH2:27][CH3:28])C.N1[C:36]2[O:37]CCO[C:35]=2[CH:34]=[C:33]([CH:41]=O)N=1.[BH-](OC(C)=O)(OC(C)=O)OC(C)=O.[Na+].C([O-])(O)=O.[Na+]. (5) Given the product [NH2:23][C:17]1[N:18]([CH3:22])[C:19](=[O:21])[CH2:20][C:15]2([C:6]3[CH:5]=[C:4]([C:38]4[C:39]([F:44])=[N:40][CH:41]=[CH:42][CH:43]=4)[N:3]=[C:2]([F:1])[C:7]=3[O:8][C:9]3[C:14]2=[CH:13][C:12]([C:31]2[C:32]([F:37])=[N:33][CH:34]=[CH:35][CH:36]=2)=[CH:11][CH:10]=3)[N:16]=1, predict the reactants needed to synthesize it. The reactants are: [F:1][C:2]1[C:7]2[O:8][C:9]3[C:14]([C:15]4([CH2:20][C:19](=[O:21])[N:18]([CH3:22])[C:17]([NH:23]C(=O)OC(C)(C)C)=[N:16]4)[C:6]=2[CH:5]=[C:4]([C:38]2[C:39]([F:44])=[N:40][CH:41]=[CH:42][CH:43]=2)[N:3]=1)=[CH:13][C:12]([C:31]1[C:32]([F:37])=[N:33][CH:34]=[CH:35][CH:36]=1)=[CH:11][CH:10]=3.C(O)(C(F)(F)F)=O. (6) The reactants are: [CH3:1][O:2][C:3]1[CH:8]=[CH:7][C:6]([C:9]2[CH:10]=[C:11]([S:15](Cl)(=[O:17])=[O:16])[CH:12]=[CH:13][CH:14]=2)=[CH:5][CH:4]=1.[NH2:19][C:20]1[CH:21]=[C:22]([C:26]2[NH:30][N:29]=[N:28][N:27]=2)[CH:23]=[CH:24][CH:25]=1. Given the product [CH3:1][O:2][C:3]1[CH:8]=[CH:7][C:6]([C:9]2[CH:14]=[CH:13][CH:12]=[C:11]([S:15]([NH:19][C:20]3[CH:25]=[CH:24][CH:23]=[C:22]([C:26]4[NH:30][N:29]=[N:28][N:27]=4)[CH:21]=3)(=[O:17])=[O:16])[CH:10]=2)=[CH:5][CH:4]=1, predict the reactants needed to synthesize it. (7) The reactants are: [Cl:1][C:2]1[N:6]2[CH:7]=[C:8]([CH2:15][CH:16]([CH3:18])[CH3:17])[CH:9]=[C:10]([C:11]([F:14])([F:13])[F:12])[C:5]2=[N:4][C:3]=1[C:19](OC)=[O:20].[OH-].[Na+].Cl.S(Cl)(Cl)=O.C(N(C(C)C)C(C)C)C.Cl.[NH:40]1[CH2:45][CH2:44][CH:43]([N:46]2[CH2:50][CH2:49][O:48][C:47]2=[O:51])[CH2:42][CH2:41]1. Given the product [Cl:1][C:2]1[N:6]2[CH:7]=[C:8]([CH2:15][CH:16]([CH3:17])[CH3:18])[CH:9]=[C:10]([C:11]([F:13])([F:12])[F:14])[C:5]2=[N:4][C:3]=1[C:19]([N:40]1[CH2:41][CH2:42][CH:43]([N:46]2[CH2:50][CH2:49][O:48][C:47]2=[O:51])[CH2:44][CH2:45]1)=[O:20], predict the reactants needed to synthesize it.